Dataset: Reaction yield outcomes from USPTO patents with 853,638 reactions. Task: Predict the reaction yield, written as a fraction of the theoretical maximum amount of product (1.0 means a 100% yield; for example, 0.34 means a 34% yield). The reactants are N[C:2]1[CH:3]=[CH:4][C:5]([CH3:13])=[C:6]([CH:12]=1)[C:7]([O:9][CH2:10][CH3:11])=[O:8].N([O-])=O.[Na+].[BrH:18]. The catalyst is O.C(OCC)C.[Cu]Br. The product is [Br:18][C:2]1[CH:3]=[CH:4][C:5]([CH3:13])=[C:6]([CH:12]=1)[C:7]([O:9][CH2:10][CH3:11])=[O:8]. The yield is 0.690.